Dataset: Reaction yield outcomes from USPTO patents with 853,638 reactions. Task: Predict the reaction yield, written as a fraction of the theoretical maximum amount of product (1.0 means a 100% yield; for example, 0.34 means a 34% yield). (1) The reactants are [H-].[Na+].[CH:3]1([SH:9])[CH2:8][CH2:7][CH2:6][CH2:5][CH2:4]1.Cl[C:11]1[N:18]=[C:17]([C:19]([F:22])([F:21])[F:20])[CH:16]=[CH:15][C:12]=1[C:13]#[N:14].[NH4+].[Cl-]. The catalyst is CN(C=O)C.O. The product is [CH:3]1([S:9][C:11]2[N:18]=[C:17]([C:19]([F:22])([F:20])[F:21])[CH:16]=[CH:15][C:12]=2[C:13]#[N:14])[CH2:8][CH2:7][CH2:6][CH2:5][CH2:4]1. The yield is 0.938. (2) The reactants are [Cl:1][C:2]1[C:7]([F:8])=[CH:6][CH:5]=[C:4]([Cl:9])[C:3]=1[CH:10]([O:12][C:13]1[C:14]([NH2:20])=[N:15][CH:16]=[C:17](I)[CH:18]=1)[CH3:11].[C:21]([O:25][C:26](=[O:31])[NH:27][CH2:28][C:29]#[CH:30])([CH3:24])([CH3:23])[CH3:22]. The catalyst is C1COCC1.CCN(CC)CC.[Cu]I.C1C=CC([P]([Pd]([P](C2C=CC=CC=2)(C2C=CC=CC=2)C2C=CC=CC=2)([P](C2C=CC=CC=2)(C2C=CC=CC=2)C2C=CC=CC=2)[P](C2C=CC=CC=2)(C2C=CC=CC=2)C2C=CC=CC=2)(C2C=CC=CC=2)C2C=CC=CC=2)=CC=1. The product is [C:21]([O:25][C:26](=[O:31])[NH:27][CH2:28][C:29]#[C:30][C:17]1[CH:16]=[N:15][C:14]([NH2:20])=[C:13]([O:12][CH:10]([C:3]2[C:4]([Cl:9])=[CH:5][CH:6]=[C:7]([F:8])[C:2]=2[Cl:1])[CH3:11])[CH:18]=1)([CH3:24])([CH3:23])[CH3:22]. The yield is 0.290. (3) The reactants are [O:1]1[C:10]2[C:5](=[CH:6][CH:7]=[CH:8][CH:9]=2)[C:4](=[O:11])[CH2:3][CH2:2]1.[Cl:12][S:13](O)(=[O:15])=[O:14]. The catalyst is C(Cl)(Cl)Cl. The product is [O:11]=[C:4]1[C:5]2[C:10](=[CH:9][CH:8]=[C:7]([S:13]([Cl:12])(=[O:15])=[O:14])[CH:6]=2)[O:1][CH2:2][CH2:3]1. The yield is 1.00. (4) The reactants are [CH3:1][O:2][C:3]1[CH:10]=[C:9]([C:11]2[C:19]3[C:14](=[N:15][CH:16]=[CH:17][CH:18]=3)[NH:13][CH:12]=2)[CH:8]=[CH:7][C:4]=1[C:5]#[N:6].C(=O)([O-])[O-:21].[K+].[K+].OO. The catalyst is CS(C)=O.O. The product is [CH3:1][O:2][C:3]1[CH:10]=[C:9]([C:11]2[C:19]3[C:14](=[N:15][CH:16]=[CH:17][CH:18]=3)[NH:13][CH:12]=2)[CH:8]=[CH:7][C:4]=1[C:5]([NH2:6])=[O:21]. The yield is 0.930. (5) The reactants are [NH2:1][C@@H:2]1[C:13](=[O:14])[O:12][C@H:11]([C:15]2[CH:20]=[CH:19][CH:18]=[CH:17][CH:16]=2)[CH2:10][NH:9][C:8](=[O:21])[C@H:7]([CH2:22][C:23]([NH:25][CH2:26][C:27]2[CH:32]=[CH:31][C:30]([Cl:33])=[CH:29][CH:28]=2)=[O:24])[CH2:6][CH:5]=[CH:4][CH2:3]1.CCN(CC)CC.[C:41](OC(=O)C)(=[O:43])[CH3:42]. The catalyst is CN(C=O)C. The product is [C:41]([NH:1][C@@H:2]1[C:13](=[O:14])[O:12][C@H:11]([C:15]2[CH:20]=[CH:19][CH:18]=[CH:17][CH:16]=2)[CH2:10][NH:9][C:8](=[O:21])[C@H:7]([CH2:22][C:23]([NH:25][CH2:26][C:27]2[CH:32]=[CH:31][C:30]([Cl:33])=[CH:29][CH:28]=2)=[O:24])[CH2:6][CH:5]=[CH:4][CH2:3]1)(=[O:43])[CH3:42]. The yield is 0.970. (6) The reactants are [CH2:1]([C:5]1[C:9]([CH2:10][O:11][C:12]2[CH:13]=[C:14]([C:18]([OH:20])=O)[N:15]([CH3:17])[N:16]=2)=[C:8]([CH2:21][OH:22])[O:7][N:6]=1)[CH2:2][CH2:3][CH3:4].F[B-](F)(F)F.N1(OC(N(C)C)=[N+](C)C)C2C=CC=CC=2N=N1.C(N(CC)C(C)C)(C)C.Cl.[F:55][C:56]([F:60])([F:59])[CH2:57][NH2:58]. The catalyst is CN(C=O)C. The product is [F:55][C:56]([F:60])([F:59])[CH2:57][NH:58][C:18]([C:14]1[N:15]([CH3:17])[N:16]=[C:12]([O:11][CH2:10][C:9]2[C:5]([CH2:1][CH2:2][CH2:3][CH3:4])=[N:6][O:7][C:8]=2[CH2:21][OH:22])[CH:13]=1)=[O:20]. The yield is 0.750.